This data is from Full USPTO retrosynthesis dataset with 1.9M reactions from patents (1976-2016). The task is: Predict the reactants needed to synthesize the given product. (1) Given the product [CH:16]1([CH:21]=[C:11]2[CH2:10][CH2:9][C:8]3[CH:7]=[C:6]([C:12]([O:14][CH3:15])=[O:13])[CH:5]=[CH:4][C:3]=3[C:2]2=[O:1])[CH2:20][CH2:19][CH2:18][CH2:17]1, predict the reactants needed to synthesize it. The reactants are: [O:1]=[C:2]1[CH2:11][CH2:10][CH2:9][C:8]2[CH:7]=[C:6]([C:12]([O:14][CH3:15])=[O:13])[CH:5]=[CH:4][C:3]1=2.[CH:16]1([CH:21]=O)[CH2:20][CH2:19][CH2:18][CH2:17]1.N1CCCC1. (2) Given the product [N:13]1[CH:14]=[CH:15][CH:16]=[CH:17][C:12]=1[NH:11][CH2:19][CH2:20][CH2:21][N:22]1[C:27]2[CH:28]=[CH:29][C:30]([C:32]([C:40]3[CH:41]=[CH:42][CH:43]=[CH:44][CH:45]=3)([CH3:39])[CH2:33][C:34]([O:36][CH2:37][CH3:38])=[O:35])=[CH:31][C:26]=2[O:25][CH2:24][C:23]1=[O:46], predict the reactants needed to synthesize it. The reactants are: C(OC([N:11]([CH2:19][CH2:20][CH2:21][N:22]1[C:27]2[CH:28]=[CH:29][C:30]([C:32]([C:40]3[CH:45]=[CH:44][CH:43]=[CH:42][CH:41]=3)([CH3:39])[CH2:33][C:34]([O:36][CH2:37][CH3:38])=[O:35])=[CH:31][C:26]=2[O:25][CH2:24][C:23]1=[O:46])[C:12]1[CH:17]=[CH:16][CH:15]=[CH:14][N+:13]=1[O-])=O)C1C=CC=CC=1. (3) Given the product [CH2:1]([O:8][CH2:9][CH2:10][C:11]1[C:12]([Cl:21])=[N:13][CH:14]=[N:15][C:16]=1[CH3:17])[C:2]1[CH:7]=[CH:6][CH:5]=[CH:4][CH:3]=1, predict the reactants needed to synthesize it. The reactants are: [CH2:1]([O:8][CH2:9][CH2:10][C:11]1[C:12](O)=[N:13][CH:14]=[N:15][C:16]=1[CH3:17])[C:2]1[CH:7]=[CH:6][CH:5]=[CH:4][CH:3]=1.O=P(Cl)(Cl)[Cl:21]. (4) Given the product [N:35]1[N:36]=[C:37]([C:40]([N:8]2[CH:1]3[CH2:7][CH2:6][CH:5]2[CH2:4][CH:3]([C:9]2[C:14]4[C:15](=[O:19])[CH2:16][CH2:17][NH:18][C:13]=4[N:12]4[N:20]=[CH:21][C:22]([C:23]5[CH:24]=[N:25][C:26]([C:29]6[CH:30]=[CH:31][CH:32]=[CH:33][CH:34]=6)=[CH:27][CH:28]=5)=[C:11]4[N:10]=2)[CH2:2]3)=[O:41])[NH:38][CH:39]=1, predict the reactants needed to synthesize it. The reactants are: [CH:1]12[NH:8][CH:5]([CH2:6][CH2:7]1)[CH2:4][CH:3]([C:9]1[C:14]3[C:15](=[O:19])[CH2:16][CH2:17][NH:18][C:13]=3[N:12]3[N:20]=[CH:21][C:22]([C:23]4[CH:24]=[N:25][C:26]([C:29]5[CH:34]=[CH:33][CH:32]=[CH:31][CH:30]=5)=[CH:27][CH:28]=4)=[C:11]3[N:10]=1)[CH2:2]2.[NH:35]1[CH:39]=[N:38][C:37]([C:40](O)=[O:41])=[N:36]1.C1C=CC2N(O)N=NC=2C=1.CCN(C(C)C)C(C)C. (5) Given the product [CH3:31][C:26]1[CH:25]=[C:24]([NH:21][C:22]([NH:1][CH2:2][C:3]2[CH:4]=[C:5]3[C:9](=[CH:10][CH:11]=2)[C:8](=[O:12])[N:7]([CH:13]2[CH2:18][CH2:17][C:16](=[O:19])[NH:15][C:14]2=[O:20])[CH2:6]3)=[O:23])[CH:29]=[C:28]([CH3:30])[CH:27]=1, predict the reactants needed to synthesize it. The reactants are: [NH2:1][CH2:2][C:3]1[CH:4]=[C:5]2[C:9](=[CH:10][CH:11]=1)[C:8](=[O:12])[N:7]([CH:13]1[CH2:18][CH2:17][C:16](=[O:19])[NH:15][C:14]1=[O:20])[CH2:6]2.[N:21]([C:24]1[CH:29]=[C:28]([CH3:30])[CH:27]=[C:26]([CH3:31])[CH:25]=1)=[C:22]=[O:23].Cl. (6) Given the product [CH3:8][C:7]1[CH:6]=[CH:5][N:4]=[CH:3][C:2]=1[C:12](=[O:13])[CH3:11], predict the reactants needed to synthesize it. The reactants are: Br[C:2]1[CH:3]=[N:4][CH:5]=[CH:6][C:7]=1[CH3:8].CC[CH2:11][CH2:12][O:13]C=C.C1(P(C2C=CC=CC=2)CCCP(C2C=CC=CC=2)C2C=CC=CC=2)C=CC=CC=1.C(=O)([O-])[O-].[K+].[K+].Cl. (7) The reactants are: [CH3:1][O:2][C:3]1[CH:35]=[C:34]([O:36][CH3:37])[CH:33]=[CH:32][C:4]=1[CH2:5][N:6]1[CH2:14][C:13]2[C:12]([F:15])=[C:11]([NH:16][C@H:17]([CH2:21][CH:22]([CH3:24])[CH3:23])[C:18](O)=[O:19])[N:10]=[C:9]([C:25]3[CH:26]=[N:27][N:28]([CH3:30])[CH:29]=3)[C:8]=2[C:7]1=[O:31].Cl.CN.C[CH2:42][N:43](C(C)C)C(C)C.CN(C(ON1N=NC2C=CC=NC1=2)=[N+](C)C)C.F[P-](F)(F)(F)(F)F.CN.CCN=C=NCCCN(C)C.Cl.C1C=C2N=NN(O)C2=CC=1.O. Given the product [CH3:1][O:2][C:3]1[CH:35]=[C:34]([O:36][CH3:37])[CH:33]=[CH:32][C:4]=1[CH2:5][N:6]1[CH2:14][C:13]2[C:12]([F:15])=[C:11]([NH:16][C@H:17]([CH2:21][CH:22]([CH3:23])[CH3:24])[C:18]([NH:43][CH3:42])=[O:19])[N:10]=[C:9]([C:25]3[CH:26]=[N:27][N:28]([CH3:30])[CH:29]=3)[C:8]=2[C:7]1=[O:31], predict the reactants needed to synthesize it.